Dataset: Forward reaction prediction with 1.9M reactions from USPTO patents (1976-2016). Task: Predict the product of the given reaction. Given the reactants [N:1]([C:4]1[CH:13]=[CH:12][CH:11]=[CH:10][C:5]=1[C:6]([O:8]C)=O)=[C:2]=[S:3].[CH3:14][C:15]1[N:16]=[CH:17][N:18]([CH2:20][CH2:21][CH2:22][NH2:23])[CH:19]=1, predict the reaction product. The product is: [CH3:14][C:15]1[N:16]=[CH:17][N:18]([CH2:20][CH2:21][CH2:22][N:23]2[C:6](=[O:8])[C:5]3[C:4](=[CH:13][CH:12]=[CH:11][CH:10]=3)[NH:1][C:2]2=[S:3])[CH:19]=1.